The task is: Regression. Given a peptide amino acid sequence and an MHC pseudo amino acid sequence, predict their binding affinity value. This is MHC class I binding data.. This data is from Peptide-MHC class I binding affinity with 185,985 pairs from IEDB/IMGT. (1) The peptide sequence is AVVADLSAR. The MHC is HLA-A11:01 with pseudo-sequence HLA-A11:01. The binding affinity (normalized) is 0.635. (2) The MHC is HLA-A32:01 with pseudo-sequence HLA-A32:01. The binding affinity (normalized) is 0.252. The peptide sequence is IVINPFVKF. (3) The MHC is HLA-B15:01 with pseudo-sequence HLA-B15:01. The peptide sequence is KYTSGRQEK. The binding affinity (normalized) is 0.0847. (4) The peptide sequence is VSFLFAWI. The MHC is H-2-Db with pseudo-sequence H-2-Db. The binding affinity (normalized) is 0.147. (5) The peptide sequence is RPALVFDITK. The MHC is HLA-B54:01 with pseudo-sequence HLA-B54:01. The binding affinity (normalized) is 0.138.